Dataset: Full USPTO retrosynthesis dataset with 1.9M reactions from patents (1976-2016). Task: Predict the reactants needed to synthesize the given product. (1) Given the product [OH:26][C:3]1([C:2]([F:28])([F:27])[F:1])[CH2:17][C:18]2[C:19](=[CH:20][CH:21]=[CH:22][CH:23]=2)[O:24][CH:4]1[NH:5][C:6]1[CH:15]=[CH:14][CH:13]=[C:12]2[C:7]=1[CH:8]=[CH:9][C:10](=[O:16])[NH:11]2, predict the reactants needed to synthesize it. The reactants are: [F:1][C:2]([F:28])([F:27])[C:3]([OH:26])([CH2:17][C:18]1[CH:23]=[CH:22][CH:21]=[CH:20][C:19]=1[O:24]C)[CH:4]=[N:5][C:6]1[CH:15]=[CH:14][CH:13]=[C:12]2[C:7]=1[CH:8]=[CH:9][C:10](=[O:16])[NH:11]2.B(Br)(Br)Br.C(=O)(O)[O-].[Na+].C(OCC)(=O)C. (2) The reactants are: [CH2:1]([O:3][C:4](=[O:18])[CH:5]([O:15][CH2:16][CH3:17])[CH2:6][C:7]1[CH:12]=[CH:11][C:10]([OH:13])=[C:9]([CH3:14])[CH:8]=1)[CH3:2].[CH3:19][C:20]1[S:24][C:23]([C:25]2[CH:30]=[CH:29][C:28]([O:31][C:32]([F:35])([F:34])[F:33])=[CH:27][CH:26]=2)=[N:22][C:21]=1[CH2:36][CH2:37]O.COC(=O)CC(=O)C(Br)C.FC(F)(F)OC1C=CC(C(N)=S)=CC=1.C1(P(C2C=CC=CC=2)C2C=CC=CC=2)C=CC=CC=1.N(C(OCC)=O)=NC(OCC)=O. Given the product [CH2:1]([O:3][C:4](=[O:18])[CH:5]([O:15][CH2:16][CH3:17])[CH2:6][C:7]1[CH:12]=[CH:11][C:10]([O:13][CH2:37][CH2:36][C:21]2[N:22]=[C:23]([C:25]3[CH:30]=[CH:29][C:28]([O:31][C:32]([F:35])([F:33])[F:34])=[CH:27][CH:26]=3)[S:24][C:20]=2[CH3:19])=[C:9]([CH3:14])[CH:8]=1)[CH3:2], predict the reactants needed to synthesize it. (3) Given the product [Cl:17][C:18]1[CH:19]=[C:20]([CH:23]=[CH:24][C:25]=1[Cl:26])[CH2:21][O:1][C:2]1[CH:3]=[C:4]([C:8](=[O:10])[CH3:9])[CH:5]=[CH:6][CH:7]=1, predict the reactants needed to synthesize it. The reactants are: [OH:1][C:2]1[CH:3]=[C:4]([C:8](=[O:10])[CH3:9])[CH:5]=[CH:6][CH:7]=1.C([O-])([O-])=O.[K+].[K+].[Cl:17][C:18]1[CH:19]=[C:20]([CH:23]=[CH:24][C:25]=1[Cl:26])[CH2:21]Cl.O. (4) Given the product [Cl:1][C:2]1[C:7]([Cl:8])=[CH:6][CH:5]=[CH:4][C:3]=1[N:9]1[C:13]([C:19]#[N:20])=[CH:12][C:11]([C:15]([F:18])([F:17])[F:16])=[N:10]1, predict the reactants needed to synthesize it. The reactants are: [Cl:1][C:2]1[C:7]([Cl:8])=[CH:6][CH:5]=[CH:4][C:3]=1[N:9]1[C:13](I)=[CH:12][C:11]([C:15]([F:18])([F:17])[F:16])=[N:10]1.[C:19]([Cu])#[N:20]. (5) Given the product [CH2:1]([NH:8][C:9]1[N:17]=[CH:16][N:15]=[C:14]2[C:10]=1[NH:11][C:12]([Br:18])=[N:13]2)[C:2]1[CH:7]=[CH:6][CH:5]=[CH:4][CH:3]=1, predict the reactants needed to synthesize it. The reactants are: [CH2:1]([NH:8][C:9]1[N:17]=[CH:16][N:15]=[C:14]2[C:10]=1[NH:11][CH:12]=[N:13]2)[C:2]1[CH:7]=[CH:6][CH:5]=[CH:4][CH:3]=1.[Br:18]N1C(=O)CCC1=O. (6) Given the product [CH2:1]([O:3][C:4]([C:6]1([CH2:9][NH2:10])[CH2:8][CH2:7]1)=[O:5])[CH3:2], predict the reactants needed to synthesize it. The reactants are: [CH2:1]([O:3][C:4]([C:6]1([C:9]#[N:10])[CH2:8][CH2:7]1)=[O:5])[CH3:2]. (7) Given the product [CH2:7]([C@@H:14]1[CH2:18][O:17][C:16](=[O:19])[N:15]1[C:20]([C@@H:21]1[CH2:5][CH2:4][C:38](=[O:40])[CH2:39][C@H:22]1[CH2:23][O:24][CH2:25][C:26]1[CH:31]=[CH:30][CH:29]=[CH:28][CH:27]=1)=[O:32])[C:8]1[CH:9]=[CH:10][CH:11]=[CH:12][CH:13]=1, predict the reactants needed to synthesize it. The reactants are: [Al](Cl)([CH2:4][CH3:5])CC.[CH2:7]([C@@H:14]1[CH2:18][O:17][C:16](=[O:19])[N:15]1[C:20](=[O:32])/[CH:21]=[CH:22]/[CH2:23][O:24][CH2:25][C:26]1[CH:31]=[CH:30][CH:29]=[CH:28][CH:27]=1)[C:8]1[CH:13]=[CH:12][CH:11]=[CH:10][CH:9]=1.C=CC=C.Cl.[C:38](OCC)(=[O:40])[CH3:39]. (8) The reactants are: [CH:1]([N:4]1[CH2:9][CH2:8][N:7]([C:10]([C:12]2[CH:17]=[CH:16][C:15](B3OC(C)(C)C(C)(C)O3)=[CH:14][CH:13]=2)=[O:11])[CH2:6][CH2:5]1)([CH3:3])[CH3:2].C(=O)([O-])[O-].[Na+].[Na+].[Br:33][C:34]1[CH:35]=[N:36][CH:37]=[C:38](Br)[CH:39]=1.C(Cl)Cl. Given the product [Br:33][C:34]1[CH:39]=[C:38]([C:15]2[CH:14]=[CH:13][C:12]([C:10]([N:7]3[CH2:6][CH2:5][N:4]([CH:1]([CH3:2])[CH3:3])[CH2:9][CH2:8]3)=[O:11])=[CH:17][CH:16]=2)[CH:37]=[N:36][CH:35]=1, predict the reactants needed to synthesize it. (9) Given the product [C:16]([O:15][C:14]([N:13]([CH:9]1[CH2:8][CH2:7][C:6]2[C:11](=[CH:12][C:3]([C:1]#[N:2])=[CH:4][CH:5]=2)[CH2:10]1)[CH2:21][CH2:22][NH:24][CH2:25][C:26]([O:28][CH3:29])=[O:27])=[O:20])([CH3:17])([CH3:18])[CH3:19], predict the reactants needed to synthesize it. The reactants are: [C:1]([C:3]1[CH:12]=[C:11]2[C:6]([CH2:7][CH2:8][CH:9]([N:13]([CH2:21][CH:22]=O)[C:14](=[O:20])[O:15][C:16]([CH3:19])([CH3:18])[CH3:17])[CH2:10]2)=[CH:5][CH:4]=1)#[N:2].[NH2:24][CH2:25][C:26]([O:28][CH3:29])=[O:27].[BH-](OC(C)=O)(OC(C)=O)OC(C)=O.[Na+].